Dataset: Blood-brain barrier permeability regression values from the B3DB database. Task: Regression/Classification. Given a drug SMILES string, predict its absorption, distribution, metabolism, or excretion properties. Task type varies by dataset: regression for continuous measurements (e.g., permeability, clearance, half-life) or binary classification for categorical outcomes (e.g., BBB penetration, CYP inhibition). For this dataset (b3db_regression), we predict Y. The molecule is CC(=O)O[C@@H]1[C@@H](SC2=CC=CC=C2N(C1=O)CCN(C)C)C3=CC=C(C=C3)OC. The Y is 0.300 log(BB ratio).